Dataset: hERG Central: cardiac toxicity at 1µM, 10µM, and general inhibition. Task: Predict hERG channel inhibition at various concentrations. The drug is O=C(NCc1ccco1)/C(=C/c1cccnc1)NC(=O)c1cccc(Br)c1. Results: hERG_inhib (hERG inhibition (general)): blocker.